Task: Predict the product of the given reaction.. Dataset: Forward reaction prediction with 1.9M reactions from USPTO patents (1976-2016) (1) Given the reactants [Cl:1][C:2]1[CH:7]=[CH:6][C:5]([C@H:8]2[C@H:12]([NH:13][CH3:14])[CH2:11][N:10]([C:15]([CH:17]3[CH2:22][CH2:21][N:20]([C:23]4[CH:28]=[CH:27][C:26]([C:29]#[N:30])=[CH:25][N:24]=4)[CH2:19][CH2:18]3)=[O:16])[CH2:9]2)=[CH:4][CH:3]=1.C(N(CC)CC)C.Cl[C:39]([O:41][CH2:42][CH3:43])=[O:40], predict the reaction product. The product is: [CH2:42]([O:41][C:39](=[O:40])[N:13]([C@H:12]1[C@H:8]([C:5]2[CH:4]=[CH:3][C:2]([Cl:1])=[CH:7][CH:6]=2)[CH2:9][N:10]([C:15]([CH:17]2[CH2:22][CH2:21][N:20]([C:23]3[CH:28]=[CH:27][C:26]([C:29]#[N:30])=[CH:25][N:24]=3)[CH2:19][CH2:18]2)=[O:16])[CH2:11]1)[CH3:14])[CH3:43]. (2) Given the reactants [CH2:1]([N:8]1[C:16]2[C:11](=[C:12]([NH:17][C:18]([C:20]3[N:24]4[CH:25]=[C:26](Br)[CH:27]=[CH:28][C:23]4=[N:22][CH:21]=3)=[O:19])[CH:13]=[CH:14][CH:15]=2)[CH:10]=[N:9]1)[C:2]1[CH:7]=[CH:6][CH:5]=[CH:4][CH:3]=1.[CH2:30]([Sn](CCCC)(CCCC)C=C)[CH2:31]CC.[F-].[Cs+].O, predict the reaction product. The product is: [CH2:1]([N:8]1[C:16]2[C:11](=[C:12]([NH:17][C:18]([C:20]3[N:24]4[CH:25]=[C:26]([CH:30]=[CH2:31])[CH:27]=[CH:28][C:23]4=[N:22][CH:21]=3)=[O:19])[CH:13]=[CH:14][CH:15]=2)[CH:10]=[N:9]1)[C:2]1[CH:7]=[CH:6][CH:5]=[CH:4][CH:3]=1. (3) Given the reactants C(OC([N:8]1[CH2:13][CH2:12][C@H:11]([C:14]2[CH:35]=[CH:34][C:17]3[C:18]4[N:22]([CH2:23][CH2:24][O:25][C:16]=3[CH:15]=2)[CH:21]=[C:20]([C:26]2[N:27]([CH:31]([CH3:33])[CH3:32])[N:28]=[CH:29][N:30]=2)[N:19]=4)[C@H:10]([OH:36])[CH2:9]1)=O)(C)(C)C.[ClH:37], predict the reaction product. The product is: [ClH:37].[CH:31]([N:27]1[C:26]([C:20]2[N:19]=[C:18]3[N:22]([CH2:23][CH2:24][O:25][C:16]4[CH:15]=[C:14]([C@H:11]5[CH2:12][CH2:13][NH:8][CH2:9][C@H:10]5[OH:36])[CH:35]=[CH:34][C:17]=43)[CH:21]=2)=[N:30][CH:29]=[N:28]1)([CH3:33])[CH3:32]. (4) Given the reactants [Cl:1][C:2]1[C:3]([C:33]([C:36]#[N:37])([CH3:35])[CH3:34])=[CH:4][C:5]([O:30][CH2:31][CH3:32])=[C:6]([C:8]2[N:9]([C:27](Cl)=[O:28])[C@H:10]([C:20]3[CH:25]=[CH:24][C:23]([Cl:26])=[CH:22][CH:21]=3)[C@H:11]([C:13]3[CH:18]=[CH:17][C:16]([Cl:19])=[CH:15][CH:14]=3)[N:12]=2)[CH:7]=1.[N:38]1([C:44](=[O:52])[CH2:45][N:46]2[CH2:51][CH2:50][NH:49][CH2:48][CH2:47]2)[CH2:43][CH2:42][O:41][CH2:40][CH2:39]1, predict the reaction product. The product is: [Cl:19][C:16]1[CH:15]=[CH:14][C:13]([C@H:11]2[C@@H:10]([C:20]3[CH:25]=[CH:24][C:23]([Cl:26])=[CH:22][CH:21]=3)[N:9]([C:27]([N:49]3[CH2:50][CH2:51][N:46]([CH2:45][C:44]([N:38]4[CH2:39][CH2:40][O:41][CH2:42][CH2:43]4)=[O:52])[CH2:47][CH2:48]3)=[O:28])[C:8]([C:6]3[C:5]([O:30][CH2:31][CH3:32])=[CH:4][C:3]([C:33]([CH3:34])([CH3:35])[C:36]#[N:37])=[C:2]([Cl:1])[CH:7]=3)=[N:12]2)=[CH:18][CH:17]=1. (5) Given the reactants Br[C:2]1[N:6]=[CH:5][N:4]([CH2:7][O:8][CH2:9][CH2:10][Si:11]([CH3:14])([CH3:13])[CH3:12])[C:3]=1[C:15]1[CH:16]=[N:17][CH:18]=[CH:19][CH:20]=1.[CH2:21]([SH:27])[CH2:22][CH2:23][CH2:24][CH2:25][CH3:26].C([O-])([O-])=O.[K+].[K+].CC1(C)C2C(=C(P(C3C=CC=CC=3)C3C=CC=CC=3)C=CC=2)OC2C(P(C3C=CC=CC=3)C3C=CC=CC=3)=CC=CC1=2, predict the reaction product. The product is: [CH2:21]([S:27][C:2]1[N:6]=[CH:5][N:4]([CH2:7][O:8][CH2:9][CH2:10][Si:11]([CH3:14])([CH3:13])[CH3:12])[C:3]=1[C:15]1[CH:16]=[N:17][CH:18]=[CH:19][CH:20]=1)[CH2:22][CH2:23][CH2:24][CH2:25][CH3:26].